Dataset: Reaction yield outcomes from USPTO patents with 853,638 reactions. Task: Predict the reaction yield, written as a fraction of the theoretical maximum amount of product (1.0 means a 100% yield; for example, 0.34 means a 34% yield). (1) The reactants are C(OC[N:9]1[C:13]2[N:14]=[C:15]([NH:28][C:29]3[CH:34]=[CH:33][C:32]([O:35][CH2:36][CH2:37][O:38][CH3:39])=[CH:31][CH:30]=3)[N:16]=[C:17]([O:18][C:19]3[CH:24]=[CH:23][CH:22]=[C:21]([N+:25]([O-:27])=[O:26])[CH:20]=3)[C:12]=2[CH:11]=[CH:10]1)(=O)C(C)(C)C.[OH-].[Na+]. The catalyst is CO. The product is [CH3:39][O:38][CH2:37][CH2:36][O:35][C:32]1[CH:31]=[CH:30][C:29]([NH:28][C:15]2[N:16]=[C:17]([O:18][C:19]3[CH:24]=[CH:23][CH:22]=[C:21]([N+:25]([O-:27])=[O:26])[CH:20]=3)[C:12]3[CH:11]=[CH:10][NH:9][C:13]=3[N:14]=2)=[CH:34][CH:33]=1. The yield is 0.712. (2) The reactants are [CH3:1][C:2]1[C:3](=[O:28])[O:4][CH:5]([CH2:7][O:8][C:9]([C:22]2[CH:27]=[CH:26][CH:25]=[CH:24][CH:23]=2)([C:16]2[CH:21]=[CH:20][CH:19]=[CH:18][CH:17]=2)[C:10]2[CH:15]=[CH:14][CH:13]=[CH:12][CH:11]=2)[CH:6]=1.CC(C[AlH]CC(C)C)C. The catalyst is C1(C)C=CC=CC=1. The product is [CH3:1][C:2]1[CH:3]([OH:28])[O:4][CH:5]([CH2:7][O:8][C:9]([C:22]2[CH:27]=[CH:26][CH:25]=[CH:24][CH:23]=2)([C:10]2[CH:11]=[CH:12][CH:13]=[CH:14][CH:15]=2)[C:16]2[CH:21]=[CH:20][CH:19]=[CH:18][CH:17]=2)[CH:6]=1. The yield is 0.880. (3) The yield is 0.938. The product is [CH:3]1([S:9][C:11]2[N:18]=[C:17]([C:19]([F:22])([F:20])[F:21])[CH:16]=[CH:15][C:12]=2[C:13]#[N:14])[CH2:8][CH2:7][CH2:6][CH2:5][CH2:4]1. The reactants are [H-].[Na+].[CH:3]1([SH:9])[CH2:8][CH2:7][CH2:6][CH2:5][CH2:4]1.Cl[C:11]1[N:18]=[C:17]([C:19]([F:22])([F:21])[F:20])[CH:16]=[CH:15][C:12]=1[C:13]#[N:14]. The catalyst is CN(C=O)C. (4) The reactants are [Cl:1][C:2]1[CH:7]=[CH:6][C:5]([CH2:8][C:9]([CH3:12])(O)[CH3:10])=[CH:4][C:3]=1[F:13].[C:14](#[N:16])[CH3:15].S(=O)(=O)(O)[OH:18].[OH-].[Na+]. The catalyst is C(O)(=O)C. The product is [Cl:1][C:2]1[CH:7]=[CH:6][C:5]([CH2:8][C:9]([NH:16][C:14](=[O:18])[CH3:15])([CH3:12])[CH3:10])=[CH:4][C:3]=1[F:13]. The yield is 0.421. (5) The reactants are FC(F)(F)S(O)(=O)=O.C([O:13][C:14](=[O:46])[C:15]([NH:18][C:19]1[CH:24]=[CH:23][CH:22]=[C:21]([CH2:25][CH2:26][N:27]([CH2:39][CH2:40][CH2:41][CH2:42][CH2:43][CH2:44][CH3:45])[C:28]([NH:30][C:31]2[CH:36]=[CH:35][C:34]([F:37])=[CH:33][C:32]=2[F:38])=[O:29])[CH:20]=1)([CH3:17])[CH3:16])(C)(C)C.C(Cl)Cl.[OH-].[Na+]. The catalyst is O. The product is [F:38][C:32]1[CH:33]=[C:34]([F:37])[CH:35]=[CH:36][C:31]=1[NH:30][C:28](=[O:29])[N:27]([CH2:26][CH2:25][C:21]1[CH:20]=[C:19]([NH:18][C:15]([CH3:17])([CH3:16])[C:14]([OH:46])=[O:13])[CH:24]=[CH:23][CH:22]=1)[CH2:39][CH2:40][CH2:41][CH2:42][CH2:43][CH2:44][CH3:45]. The yield is 0.550. (6) The reactants are [Br:1][C:2]1[CH:10]=[C:9]2[C:5]([C:6]([C:11]([OH:13])=[O:12])=[N:7][NH:8]2)=[CH:4][CH:3]=1.[CH3:14]O.S(=O)(=O)(O)O. The product is [CH3:14][O:12][C:11]([C:6]1[C:5]2[C:9](=[CH:10][C:2]([Br:1])=[CH:3][CH:4]=2)[NH:8][N:7]=1)=[O:13]. The yield is 0.760. The catalyst is CCOC(C)=O. (7) The reactants are O1CCCC1.B.[Cl:7][C:8]1[CH:9]=[C:10]([C:18](O)=[O:19])[C:11](=[CH:15][C:16]=1[Cl:17])[C:12](O)=[O:13]. The catalyst is O1CCCC1. The product is [Cl:7][C:8]1[C:16]([Cl:17])=[CH:15][C:11]([CH2:12][OH:13])=[C:10]([CH2:18][OH:19])[CH:9]=1. The yield is 1.00.